Dataset: Full USPTO retrosynthesis dataset with 1.9M reactions from patents (1976-2016). Task: Predict the reactants needed to synthesize the given product. (1) The reactants are: C(ON1C(=O)C2=CC=CC=C2C1=O)(=[O:3])C.[CH:16](=[O:23])[C:17]1[CH:22]=[CH:21][CH:20]=[N:19][CH:18]=1.N1C=CC=C(C)C=1. Given the product [C:16]([OH:3])(=[O:23])[C:17]1[CH:22]=[CH:21][CH:20]=[N:19][CH:18]=1, predict the reactants needed to synthesize it. (2) Given the product [F:27][C:21]1[CH:22]=[CH:23][C:24]([OH:26])=[CH:25][C:20]=1[C:9]1[CH2:10][CH2:11][CH2:12][C:13]2[CH:18]=[C:17]([OH:19])[CH:16]=[CH:15][C:14]=2[C:8]=1[CH2:7][CH2:6][CH2:5][CH2:4][CH2:3][CH2:2][N:29]([CH3:28])[CH2:30][CH2:31][CH2:32][S:33]([CH2:36][CH2:37][CH2:38][C:39]([F:45])([F:44])[C:40]([F:41])([F:42])[F:43])(=[O:34])=[O:35], predict the reactants needed to synthesize it. The reactants are: Br[CH2:2][CH2:3][CH2:4][CH2:5][CH2:6][CH2:7][C:8]1[C:14]2[CH:15]=[CH:16][C:17]([OH:19])=[CH:18][C:13]=2[CH2:12][CH2:11][CH2:10][C:9]=1[C:20]1[CH:25]=[C:24]([OH:26])[CH:23]=[CH:22][C:21]=1[F:27].[CH3:28][NH:29][CH2:30][CH2:31][CH2:32][S:33]([CH2:36][CH2:37][CH2:38][C:39]([F:45])([F:44])[C:40]([F:43])([F:42])[F:41])(=[O:35])=[O:34]. (3) Given the product [CH2:16]([O:23][CH2:24][CH2:25][O:26][C:27]1[CH:34]=[CH:33][C:32]([O:35][CH3:36])=[CH:31][C:28]=1[CH2:29][NH:8][C:6]1[CH:7]=[C:2]([F:1])[CH:3]=[CH:4][C:5]=1[O:9][C:10]1[CH:15]=[CH:14][CH:13]=[CH:12][CH:11]=1)[C:17]1[CH:18]=[CH:19][CH:20]=[CH:21][CH:22]=1, predict the reactants needed to synthesize it. The reactants are: [F:1][C:2]1[CH:3]=[CH:4][C:5]([O:9][C:10]2[CH:15]=[CH:14][CH:13]=[CH:12][CH:11]=2)=[C:6]([NH2:8])[CH:7]=1.[CH2:16]([O:23][CH2:24][CH2:25][O:26][C:27]1[CH:34]=[CH:33][C:32]([O:35][CH3:36])=[CH:31][C:28]=1[CH:29]=O)[C:17]1[CH:22]=[CH:21][CH:20]=[CH:19][CH:18]=1.[Na]. (4) Given the product [CH3:1][N:2]([CH3:3])[S:16]([C:13]1[CH:14]=[C:15]2[C:10]([CH2:9][CH2:8][NH:7]2)=[CH:11][C:12]=1[Br:20])(=[O:18])=[O:17], predict the reactants needed to synthesize it. The reactants are: [CH3:1][NH:2][CH3:3].C([N:7]1[C:15]2[C:10](=[CH:11][C:12]([Br:20])=[C:13]([S:16](Cl)(=[O:18])=[O:17])[CH:14]=2)[CH2:9][CH2:8]1)(=O)C. (5) Given the product [N:1]1[N:5]2[CH2:6][CH2:7][CH2:8][CH2:9][C:4]2=[CH:3][C:2]=1[CH:10]=[O:11], predict the reactants needed to synthesize it. The reactants are: [N:1]1[N:5]2[CH2:6][CH2:7][CH2:8][CH2:9][C:4]2=[CH:3][C:2]=1[CH2:10][OH:11]. (6) Given the product [I:1][C:2]1[C:7]([C:8]([NH:21][NH:20][C:14]2[CH:19]=[CH:18][CH:17]=[CH:16][CH:15]=2)=[O:10])=[C:6]([O:11][CH3:12])[N:5]=[CH:4][CH:3]=1, predict the reactants needed to synthesize it. The reactants are: [I:1][C:2]1[C:7]([C:8]([OH:10])=O)=[C:6]([O:11][CH3:12])[N:5]=[CH:4][CH:3]=1.Cl.[C:14]1([NH:20][NH2:21])[CH:19]=[CH:18][CH:17]=[CH:16][CH:15]=1.CCN(C(C)C)C(C)C.CCN=C=NCCCN(C)C.Cl.C1C=CC2N(O)N=NC=2C=1. (7) Given the product [F:18][C:19]1[CH:24]=[CH:23][C:22]([C:2]2[C:10]3[N:9]4[CH2:11][CH2:12][NH:13][C:14](=[O:15])[C:8]4=[CH:7][C:6]=3[CH:5]=[C:4]([C:16]#[N:17])[CH:3]=2)=[CH:21][CH:20]=1, predict the reactants needed to synthesize it. The reactants are: Br[C:2]1[C:10]2[N:9]3[CH2:11][CH2:12][NH:13][C:14](=[O:15])[C:8]3=[CH:7][C:6]=2[CH:5]=[C:4]([C:16]#[N:17])[CH:3]=1.[F:18][C:19]1[CH:24]=[CH:23][C:22](B(O)O)=[CH:21][CH:20]=1. (8) Given the product [Cl:31][C:20]1[S:19][C:18]([C:21]([NH:23][CH2:24][C:25]([F:27])([F:28])[F:26])=[O:22])=[CH:17][C:16]=1[C:15]1[CH:14]=[N:13][N:11]2[CH:12]=[C:7]([C:5]3[CH:4]=[N:3][N:2]([CH3:1])[CH:6]=3)[CH:8]=[N:9][C:10]=12, predict the reactants needed to synthesize it. The reactants are: [CH3:1][N:2]1[CH:6]=[C:5]([C:7]2[CH:8]=[N:9][C:10]3[N:11]([N:13]=[CH:14][C:15]=3[C:16]3[CH:17]=[C:18]([C:21]([NH:23][CH2:24][C:25]([F:28])([F:27])[F:26])=[O:22])[S:19][CH:20]=3)[CH:12]=2)[CH:4]=[N:3]1.S(Cl)([Cl:31])=O. (9) Given the product [CH3:40][C:37]1[N:38]=[CH:39][C:34]([NH:33][C:31]([NH:30][C:24]2[CH:25]=[C:26]([CH3:29])[CH:27]=[CH:28][C:23]=2[O:22][CH2:21][CH:13]2[CH2:14][C:15]3[C:20](=[CH:19][CH:18]=[CH:17][CH:16]=3)[NH:11][CH2:12]2)=[O:32])=[N:35][CH:36]=1, predict the reactants needed to synthesize it. The reactants are: C(OC([N:11]1[C:20]2[C:15](=[CH:16][CH:17]=[CH:18][CH:19]=2)[CH2:14][CH:13]([CH2:21][O:22][C:23]2[CH:28]=[CH:27][C:26]([CH3:29])=[CH:25][C:24]=2[NH:30][C:31]([NH:33][C:34]2[CH:39]=[N:38][C:37]([CH3:40])=[CH:36][N:35]=2)=[O:32])[CH2:12]1)=O)C1C=CC=CC=1.C(N(CC)CC)C.[H][H]. (10) Given the product [CH:37]1([N:40]2[CH:45]=[CH:44][C:43]([C:20]3[CH:19]=[CH:18][C:17]([C@@H:15]([N:11]4[CH2:10][CH2:9][C@@:8]([C:3]5[CH:4]=[CH:5][CH:6]=[CH:7][C:2]=5[F:1])([CH2:32][C:33]([OH:36])([CH3:35])[CH3:34])[O:13][C:12]4=[O:14])[CH3:16])=[CH:22][CH:21]=3)=[CH:42][C:41]2=[O:47])[CH2:39][CH2:38]1, predict the reactants needed to synthesize it. The reactants are: [F:1][C:2]1[CH:7]=[CH:6][CH:5]=[CH:4][C:3]=1[C@:8]1([CH2:32][C:33]([OH:36])([CH3:35])[CH3:34])[O:13][C:12](=[O:14])[N:11]([C@H:15]([C:17]2[CH:22]=[CH:21][C:20](B3OC(C)(C)C(C)(C)O3)=[CH:19][CH:18]=2)[CH3:16])[CH2:10][CH2:9]1.[CH:37]1([N:40]2[CH:45]=[CH:44][C:43](I)=[CH:42][C:41]2=[O:47])[CH2:39][CH2:38]1.